From a dataset of Reaction yield outcomes from USPTO patents with 853,638 reactions. Predict the reaction yield, written as a fraction of the theoretical maximum amount of product (1.0 means a 100% yield; for example, 0.34 means a 34% yield). The reactants are [ClH:1].C(O[C:5](=[NH:14])[C:6]1[CH:11]=[CH:10][C:9]([Br:12])=[CH:8][C:7]=1[F:13])C.[NH3:15]. No catalyst specified. The product is [ClH:1].[Br:12][C:9]1[CH:10]=[CH:11][C:6]([C:5]([NH2:14])=[NH:15])=[C:7]([F:13])[CH:8]=1. The yield is 1.00.